Dataset: NCI-60 drug combinations with 297,098 pairs across 59 cell lines. Task: Regression. Given two drug SMILES strings and cell line genomic features, predict the synergy score measuring deviation from expected non-interaction effect. (1) Drug 1: C1CN1P(=S)(N2CC2)N3CC3. Drug 2: CS(=O)(=O)CCNCC1=CC=C(O1)C2=CC3=C(C=C2)N=CN=C3NC4=CC(=C(C=C4)OCC5=CC(=CC=C5)F)Cl. Cell line: CAKI-1. Synergy scores: CSS=19.0, Synergy_ZIP=-8.23, Synergy_Bliss=-5.96, Synergy_Loewe=-7.67, Synergy_HSA=-8.56. (2) Drug 1: CC(C)(C#N)C1=CC(=CC(=C1)CN2C=NC=N2)C(C)(C)C#N. Drug 2: CCC1(C2=C(COC1=O)C(=O)N3CC4=CC5=C(C=CC(=C5CN(C)C)O)N=C4C3=C2)O.Cl. Cell line: SR. Synergy scores: CSS=26.8, Synergy_ZIP=1.29, Synergy_Bliss=-1.92, Synergy_Loewe=-23.3, Synergy_HSA=0.220. (3) Drug 1: CN(C)N=NC1=C(NC=N1)C(=O)N. Drug 2: CC1C(C(=O)NC(C(=O)N2CCCC2C(=O)N(CC(=O)N(C(C(=O)O1)C(C)C)C)C)C(C)C)NC(=O)C3=C4C(=C(C=C3)C)OC5=C(C(=O)C(=C(C5=N4)C(=O)NC6C(OC(=O)C(N(C(=O)CN(C(=O)C7CCCN7C(=O)C(NC6=O)C(C)C)C)C)C(C)C)C)N)C. Cell line: SK-OV-3. Synergy scores: CSS=7.38, Synergy_ZIP=5.72, Synergy_Bliss=8.23, Synergy_Loewe=7.08, Synergy_HSA=7.04. (4) Drug 1: COC1=CC(=CC(=C1O)OC)C2C3C(COC3=O)C(C4=CC5=C(C=C24)OCO5)OC6C(C(C7C(O6)COC(O7)C8=CC=CS8)O)O. Drug 2: C1=NC2=C(N=C(N=C2N1C3C(C(C(O3)CO)O)F)Cl)N. Cell line: U251. Synergy scores: CSS=56.5, Synergy_ZIP=3.83, Synergy_Bliss=3.82, Synergy_Loewe=0.550, Synergy_HSA=7.51. (5) Drug 1: CC1=C(C=C(C=C1)NC2=NC=CC(=N2)N(C)C3=CC4=NN(C(=C4C=C3)C)C)S(=O)(=O)N.Cl. Drug 2: C1=CC=C(C(=C1)C(C2=CC=C(C=C2)Cl)C(Cl)Cl)Cl. Cell line: HCT116. Synergy scores: CSS=23.9, Synergy_ZIP=10.9, Synergy_Bliss=11.3, Synergy_Loewe=10.3, Synergy_HSA=10.6. (6) Drug 1: CNC(=O)C1=CC=CC=C1SC2=CC3=C(C=C2)C(=NN3)C=CC4=CC=CC=N4. Drug 2: C(=O)(N)NO. Cell line: U251. Synergy scores: CSS=17.1, Synergy_ZIP=-6.03, Synergy_Bliss=-2.50, Synergy_Loewe=0.505, Synergy_HSA=1.18.